Task: Regression. Given a peptide amino acid sequence and an MHC pseudo amino acid sequence, predict their binding affinity value. This is MHC class I binding data.. Dataset: Peptide-MHC class I binding affinity with 185,985 pairs from IEDB/IMGT The peptide sequence is KRKLMYVSA. The MHC is HLA-A02:16 with pseudo-sequence HLA-A02:16. The binding affinity (normalized) is 0.0847.